From a dataset of NCI-60 drug combinations with 297,098 pairs across 59 cell lines. Regression. Given two drug SMILES strings and cell line genomic features, predict the synergy score measuring deviation from expected non-interaction effect. (1) Drug 1: C1=C(C(=O)NC(=O)N1)N(CCCl)CCCl. Drug 2: CCN(CC)CCCC(C)NC1=C2C=C(C=CC2=NC3=C1C=CC(=C3)Cl)OC. Cell line: SNB-75. Synergy scores: CSS=12.8, Synergy_ZIP=-9.05, Synergy_Bliss=-8.81, Synergy_Loewe=-24.7, Synergy_HSA=-7.62. (2) Drug 1: C1C(C(OC1N2C=NC3=C2NC=NCC3O)CO)O. Drug 2: CC12CCC3C(C1CCC2OP(=O)(O)O)CCC4=C3C=CC(=C4)OC(=O)N(CCCl)CCCl.[Na+]. Cell line: HCT-15. Synergy scores: CSS=18.0, Synergy_ZIP=2.30, Synergy_Bliss=7.20, Synergy_Loewe=4.53, Synergy_HSA=3.93. (3) Drug 1: C(CN)CNCCSP(=O)(O)O. Drug 2: CC1C(C(CC(O1)OC2CC(CC3=C2C(=C4C(=C3O)C(=O)C5=CC=CC=C5C4=O)O)(C(=O)C)O)N)O. Cell line: MALME-3M. Synergy scores: CSS=43.9, Synergy_ZIP=-3.67, Synergy_Bliss=-5.47, Synergy_Loewe=-57.3, Synergy_HSA=-4.99. (4) Drug 1: CC1=C(C(CCC1)(C)C)C=CC(=CC=CC(=CC(=O)O)C)C. Drug 2: CC1=C2C(C(=O)C3(C(CC4C(C3C(C(C2(C)C)(CC1OC(=O)C(C(C5=CC=CC=C5)NC(=O)OC(C)(C)C)O)O)OC(=O)C6=CC=CC=C6)(CO4)OC(=O)C)O)C)O. Cell line: CCRF-CEM. Synergy scores: CSS=20.7, Synergy_ZIP=14.9, Synergy_Bliss=12.6, Synergy_Loewe=13.4, Synergy_HSA=12.3. (5) Drug 1: CCC1=CC2CC(C3=C(CN(C2)C1)C4=CC=CC=C4N3)(C5=C(C=C6C(=C5)C78CCN9C7C(C=CC9)(C(C(C8N6C)(C(=O)OC)O)OC(=O)C)CC)OC)C(=O)OC.C(C(C(=O)O)O)(C(=O)O)O. Drug 2: CC1=C2C(C(=O)C3(C(CC4C(C3C(C(C2(C)C)(CC1OC(=O)C(C(C5=CC=CC=C5)NC(=O)C6=CC=CC=C6)O)O)OC(=O)C7=CC=CC=C7)(CO4)OC(=O)C)O)C)OC(=O)C. Cell line: NCI-H322M. Synergy scores: CSS=20.1, Synergy_ZIP=-7.68, Synergy_Bliss=-7.11, Synergy_Loewe=-15.2, Synergy_HSA=-4.61.